The task is: Predict the reactants needed to synthesize the given product.. This data is from Full USPTO retrosynthesis dataset with 1.9M reactions from patents (1976-2016). The reactants are: Br[C:2]1[CH:7]=[CH:6][C:5]([Cl:8])=[C:4]([CH2:9][CH3:10])[CH:3]=1.[Li]CCCC.CN([CH:19]=[O:20])C.Cl. Given the product [Cl:8][C:5]1[CH:6]=[CH:7][C:2]([CH:19]=[O:20])=[CH:3][C:4]=1[CH2:9][CH3:10], predict the reactants needed to synthesize it.